From a dataset of NCI-60 drug combinations with 297,098 pairs across 59 cell lines. Regression. Given two drug SMILES strings and cell line genomic features, predict the synergy score measuring deviation from expected non-interaction effect. (1) Drug 1: C(=O)(N)NO. Drug 2: CC1C(C(CC(O1)OC2CC(CC3=C2C(=C4C(=C3O)C(=O)C5=CC=CC=C5C4=O)O)(C(=O)C)O)N)O. Cell line: HOP-62. Synergy scores: CSS=44.1, Synergy_ZIP=2.39, Synergy_Bliss=3.32, Synergy_Loewe=-55.0, Synergy_HSA=3.11. (2) Drug 1: CC1=C(C(=CC=C1)Cl)NC(=O)C2=CN=C(S2)NC3=CC(=NC(=N3)C)N4CCN(CC4)CCO. Drug 2: C1CC(=O)NC(=O)C1N2C(=O)C3=CC=CC=C3C2=O. Cell line: U251. Synergy scores: CSS=1.35, Synergy_ZIP=-0.595, Synergy_Bliss=-1.97, Synergy_Loewe=-1.27, Synergy_HSA=-3.27. (3) Drug 1: C1=CC(=CC=C1CCC2=CNC3=C2C(=O)NC(=N3)N)C(=O)NC(CCC(=O)O)C(=O)O. Drug 2: C1=CN(C(=O)N=C1N)C2C(C(C(O2)CO)O)O.Cl. Cell line: HCC-2998. Synergy scores: CSS=33.6, Synergy_ZIP=-8.32, Synergy_Bliss=-12.0, Synergy_Loewe=-4.42, Synergy_HSA=-2.84. (4) Drug 1: C1=CC(=CC=C1CCCC(=O)O)N(CCCl)CCCl. Drug 2: CCC(=C(C1=CC=CC=C1)C2=CC=C(C=C2)OCCN(C)C)C3=CC=CC=C3.C(C(=O)O)C(CC(=O)O)(C(=O)O)O. Cell line: SF-295. Synergy scores: CSS=4.22, Synergy_ZIP=-9.18, Synergy_Bliss=-8.31, Synergy_Loewe=-8.21, Synergy_HSA=-7.29. (5) Drug 1: C1=CC=C(C(=C1)C(C2=CC=C(C=C2)Cl)C(Cl)Cl)Cl. Drug 2: CS(=O)(=O)OCCCCOS(=O)(=O)C. Cell line: HCT-15. Synergy scores: CSS=2.23, Synergy_ZIP=-2.02, Synergy_Bliss=0.911, Synergy_Loewe=-0.249, Synergy_HSA=0.350. (6) Drug 1: C1=CC(=CC=C1CC(C(=O)O)N)N(CCCl)CCCl.Cl. Drug 2: COC1=C2C(=CC3=C1OC=C3)C=CC(=O)O2. Cell line: NCI-H522. Synergy scores: CSS=12.5, Synergy_ZIP=-1.25, Synergy_Bliss=0.293, Synergy_Loewe=-4.29, Synergy_HSA=0.617. (7) Drug 1: CC1C(C(CC(O1)OC2CC(CC3=C2C(=C4C(=C3O)C(=O)C5=C(C4=O)C(=CC=C5)OC)O)(C(=O)C)O)N)O.Cl. Drug 2: C1CN(CCN1C(=O)CCBr)C(=O)CCBr. Cell line: T-47D. Synergy scores: CSS=35.3, Synergy_ZIP=-3.46, Synergy_Bliss=3.19, Synergy_Loewe=-30.5, Synergy_HSA=4.45.